This data is from Forward reaction prediction with 1.9M reactions from USPTO patents (1976-2016). The task is: Predict the product of the given reaction. (1) Given the reactants Br[C:2]1[CH:3]=[C:4]2[C:9](=[CH:10][CH:11]=1)[N:8]=[CH:7][C:6]([C:12]([CH:14]1[CH2:16][CH2:15]1)=[O:13])=[C:5]2[NH:17][C:18]1[CH:19]=[CH:20][C:21]([N:24]2[CH2:28][CH2:27][CH:26]([NH:29]C(=O)OC(C)(C)C)[CH2:25]2)=[N:22][CH:23]=1.[Cl:37][C:38]1[CH:43]=[C:42](B2OC(C)(C)C(C)(C)O2)[CH:41]=[C:40]([O:53][CH3:54])[C:39]=1[OH:55], predict the reaction product. The product is: [NH2:29][CH:26]1[CH2:27][CH2:28][N:24]([C:21]2[N:22]=[CH:23][C:18]([NH:17][C:5]3[C:4]4[C:9](=[CH:10][CH:11]=[C:2]([C:42]5[CH:41]=[C:40]([O:53][CH3:54])[C:39]([OH:55])=[C:38]([Cl:37])[CH:43]=5)[CH:3]=4)[N:8]=[CH:7][C:6]=3[C:12]([CH:14]3[CH2:15][CH2:16]3)=[O:13])=[CH:19][CH:20]=2)[CH2:25]1. (2) Given the reactants Cl[CH2:2][C:3]1[C:4]([S:9][CH:10]2[CH2:14][CH2:13][CH2:12][CH2:11]2)=[N:5][CH:6]=[CH:7][CH:8]=1.C[O:16][C:17](=[O:31])[CH2:18][CH:19]1[C:23]2[CH:24]=[C:25]([F:30])[C:26]([OH:29])=[C:27]([F:28])[C:22]=2[O:21][CH2:20]1, predict the reaction product. The product is: [CH:10]1([S:9][C:4]2[C:3]([CH2:2][O:29][C:26]3[C:25]([F:30])=[CH:24][C:23]4[CH:19]([CH2:18][C:17]([OH:31])=[O:16])[CH2:20][O:21][C:22]=4[C:27]=3[F:28])=[CH:8][CH:7]=[CH:6][N:5]=2)[CH2:14][CH2:13][CH2:12][CH2:11]1. (3) Given the reactants [NH2:1][CH2:2][CH2:3][CH2:4][OH:5].[N:6]1[C:15]2[C:10](=[CH:11][CH:12]=[CH:13][CH:14]=2)[CH:9]=[CH:8][C:7]=1[CH:16]=O, predict the reaction product. The product is: [N:6]1[C:15]2[C:10](=[CH:11][CH:12]=[CH:13][CH:14]=2)[CH:9]=[CH:8][C:7]=1[CH2:16][NH:1][CH2:2][CH2:3][CH2:4][OH:5]. (4) The product is: [C:35]([C:32]1[CH:31]=[CH:30][C:29]([S:26]([NH:25][C:11]2[CH:12]=[C:13]3[C:8](=[CH:9][CH:10]=2)[NH:7][C:6]([C:4]([OH:5])=[O:3])=[C:14]3[C:15]2[CH:20]=[CH:19][CH:18]=[C:17]([C:21]([F:24])([F:23])[F:22])[CH:16]=2)(=[O:28])=[O:27])=[CH:34][CH:33]=1)([CH3:38])([CH3:36])[CH3:37]. Given the reactants C([O:3][C:4]([C:6]1[NH:7][C:8]2[C:13]([C:14]=1[C:15]1[CH:20]=[CH:19][CH:18]=[C:17]([C:21]([F:24])([F:23])[F:22])[CH:16]=1)=[CH:12][C:11]([NH:25][S:26]([C:29]1[CH:34]=[CH:33][C:32]([C:35]([CH3:38])([CH3:37])[CH3:36])=[CH:31][CH:30]=1)(=[O:28])=[O:27])=[CH:10][CH:9]=2)=[O:5])C.[OH-].[Na+], predict the reaction product. (5) Given the reactants [CH3:1][O:2][C:3]([CH:5]1[CH2:9][CH:8]([OH:10])[CH2:7][N:6]1[CH2:11][C:12]1[CH:17]=[CH:16][CH:15]=[CH:14][CH:13]=1)=[O:4].ClN1C(=O)N(Cl)C(=O)N(Cl)C1=O.CC1(C)N([O])C(C)(C)CCC1, predict the reaction product. The product is: [CH3:1][O:2][C:3]([CH:5]1[CH2:9][C:8](=[O:10])[CH2:7][N:6]1[CH2:11][C:12]1[CH:17]=[CH:16][CH:15]=[CH:14][CH:13]=1)=[O:4]. (6) Given the reactants [NH:1]1[C:9]2[C:4](=[CH:5][C:6]([N:10]3[CH:15]=[CH:14][C:13]([C:16]4[CH:21]=[CH:20][C:19]([C:22]([F:25])([F:24])[F:23])=[CH:18][CH:17]=4)=[CH:12][C:11]3=[O:26])=[CH:7][CH:8]=2)[CH:3]=[N:2]1.S(C1C=CC([N+]([O-])=O)=CC=1)(O[CH2:31][C@@H:32]1[O:34][CH2:33]1)(=O)=O.C(=O)([O-])[O-].[Cs+].[Cs+], predict the reaction product. The product is: [O:34]1[CH2:33][C@@H:32]1[CH2:31][N:1]1[C:9]2[C:4](=[CH:5][C:6]([N:10]3[CH:15]=[CH:14][C:13]([C:16]4[CH:21]=[CH:20][C:19]([C:22]([F:24])([F:25])[F:23])=[CH:18][CH:17]=4)=[CH:12][C:11]3=[O:26])=[CH:7][CH:8]=2)[CH:3]=[N:2]1. (7) Given the reactants [CH3:1][O:2][CH2:3][C:4]1[CH:5]=[CH:6][C:7]([NH:11]C(=O)C(C)(C)C)=[N:8][C:9]=1[CH3:10].[OH-].[Na+], predict the reaction product. The product is: [CH3:1][O:2][CH2:3][C:4]1[CH:5]=[CH:6][C:7]([NH2:11])=[N:8][C:9]=1[CH3:10].